This data is from NCI-60 drug combinations with 297,098 pairs across 59 cell lines. The task is: Regression. Given two drug SMILES strings and cell line genomic features, predict the synergy score measuring deviation from expected non-interaction effect. (1) Drug 1: C1=NC2=C(N=C(N=C2N1C3C(C(C(O3)CO)O)F)Cl)N. Drug 2: CC1=C2C(C(=O)C3(C(CC4C(C3C(C(C2(C)C)(CC1OC(=O)C(C(C5=CC=CC=C5)NC(=O)C6=CC=CC=C6)O)O)OC(=O)C7=CC=CC=C7)(CO4)OC(=O)C)O)C)OC(=O)C. Cell line: COLO 205. Synergy scores: CSS=13.5, Synergy_ZIP=-2.92, Synergy_Bliss=-0.0518, Synergy_Loewe=-13.8, Synergy_HSA=-0.867. (2) Drug 1: C1=CC(=CC=C1CCCC(=O)O)N(CCCl)CCCl. Drug 2: C1C(C(OC1N2C=NC3=C(N=C(N=C32)Cl)N)CO)O. Cell line: HCT116. Synergy scores: CSS=51.5, Synergy_ZIP=-2.55, Synergy_Bliss=-3.99, Synergy_Loewe=-4.51, Synergy_HSA=-4.29. (3) Drug 1: C(=O)(N)NO. Drug 2: C#CCC(CC1=CN=C2C(=N1)C(=NC(=N2)N)N)C3=CC=C(C=C3)C(=O)NC(CCC(=O)O)C(=O)O. Cell line: TK-10. Synergy scores: CSS=3.67, Synergy_ZIP=-2.08, Synergy_Bliss=-1.96, Synergy_Loewe=1.09, Synergy_HSA=0.0224. (4) Drug 1: CNC(=O)C1=CC=CC=C1SC2=CC3=C(C=C2)C(=NN3)C=CC4=CC=CC=N4. Drug 2: CC1=C(N=C(N=C1N)C(CC(=O)N)NCC(C(=O)N)N)C(=O)NC(C(C2=CN=CN2)OC3C(C(C(C(O3)CO)O)O)OC4C(C(C(C(O4)CO)O)OC(=O)N)O)C(=O)NC(C)C(C(C)C(=O)NC(C(C)O)C(=O)NCCC5=NC(=CS5)C6=NC(=CS6)C(=O)NCCC[S+](C)C)O. Cell line: TK-10. Synergy scores: CSS=-2.92, Synergy_ZIP=-1.68, Synergy_Bliss=-4.85, Synergy_Loewe=-7.18, Synergy_HSA=-5.01. (5) Drug 1: C1=NC2=C(N1)C(=S)N=C(N2)N. Drug 2: C1=CC=C(C(=C1)C(C2=CC=C(C=C2)Cl)C(Cl)Cl)Cl. Cell line: HCT-15. Synergy scores: CSS=40.7, Synergy_ZIP=0.266, Synergy_Bliss=3.20, Synergy_Loewe=-19.0, Synergy_HSA=2.85. (6) Drug 1: CC1=CC2C(CCC3(C2CCC3(C(=O)C)OC(=O)C)C)C4(C1=CC(=O)CC4)C. Drug 2: CC1=C(C=C(C=C1)C(=O)NC2=CC(=CC(=C2)C(F)(F)F)N3C=C(N=C3)C)NC4=NC=CC(=N4)C5=CN=CC=C5. Cell line: OVCAR-5. Synergy scores: CSS=0.799, Synergy_ZIP=1.09, Synergy_Bliss=1.58, Synergy_Loewe=-5.18, Synergy_HSA=-2.01. (7) Drug 1: C1=CN(C(=O)N=C1N)C2C(C(C(O2)CO)O)(F)F. Drug 2: CC1=C(C(=CC=C1)Cl)NC(=O)C2=CN=C(S2)NC3=CC(=NC(=N3)C)N4CCN(CC4)CCO. Cell line: NCIH23. Synergy scores: CSS=88.3, Synergy_ZIP=0.115, Synergy_Bliss=0.0267, Synergy_Loewe=0.0830, Synergy_HSA=2.43. (8) Synergy scores: CSS=32.3, Synergy_ZIP=1.59, Synergy_Bliss=6.99, Synergy_Loewe=7.61, Synergy_HSA=9.26. Drug 1: CN1CCC(CC1)COC2=C(C=C3C(=C2)N=CN=C3NC4=C(C=C(C=C4)Br)F)OC. Cell line: SN12C. Drug 2: C1=CC(=CC=C1CCCC(=O)O)N(CCCl)CCCl. (9) Drug 1: C1CCN(CC1)CCOC2=CC=C(C=C2)C(=O)C3=C(SC4=C3C=CC(=C4)O)C5=CC=C(C=C5)O. Drug 2: CCC1(C2=C(COC1=O)C(=O)N3CC4=CC5=C(C=CC(=C5CN(C)C)O)N=C4C3=C2)O.Cl. Cell line: HOP-92. Synergy scores: CSS=22.8, Synergy_ZIP=-0.836, Synergy_Bliss=-3.38, Synergy_Loewe=-50.3, Synergy_HSA=-2.43.